From a dataset of NCI-60 drug combinations with 297,098 pairs across 59 cell lines. Regression. Given two drug SMILES strings and cell line genomic features, predict the synergy score measuring deviation from expected non-interaction effect. (1) Drug 1: C1CC(=O)NC(=O)C1N2CC3=C(C2=O)C=CC=C3N. Drug 2: CNC(=O)C1=NC=CC(=C1)OC2=CC=C(C=C2)NC(=O)NC3=CC(=C(C=C3)Cl)C(F)(F)F. Cell line: PC-3. Synergy scores: CSS=17.2, Synergy_ZIP=-3.76, Synergy_Bliss=-0.985, Synergy_Loewe=0.191, Synergy_HSA=0.201. (2) Drug 1: CC1=CC2C(CCC3(C2CCC3(C(=O)C)OC(=O)C)C)C4(C1=CC(=O)CC4)C. Drug 2: CC1=C(C(=CC=C1)Cl)NC(=O)C2=CN=C(S2)NC3=CC(=NC(=N3)C)N4CCN(CC4)CCO. Cell line: EKVX. Synergy scores: CSS=13.6, Synergy_ZIP=-2.28, Synergy_Bliss=0.314, Synergy_Loewe=-6.04, Synergy_HSA=2.19. (3) Drug 1: CNC(=O)C1=CC=CC=C1SC2=CC3=C(C=C2)C(=NN3)C=CC4=CC=CC=N4. Drug 2: C1C(C(OC1N2C=C(C(=O)NC2=O)F)CO)O. Cell line: NCI-H522. Synergy scores: CSS=26.4, Synergy_ZIP=-5.10, Synergy_Bliss=0.0307, Synergy_Loewe=-4.31, Synergy_HSA=1.49. (4) Drug 1: C1CN(P(=O)(OC1)NCCCl)CCCl. Synergy scores: CSS=12.9, Synergy_ZIP=-5.28, Synergy_Bliss=-0.675, Synergy_Loewe=1.13, Synergy_HSA=1.31. Drug 2: CC12CCC3C(C1CCC2OP(=O)(O)O)CCC4=C3C=CC(=C4)OC(=O)N(CCCl)CCCl.[Na+]. Cell line: OVCAR-5. (5) Cell line: OVCAR-8. Drug 1: CCC1=C2CN3C(=CC4=C(C3=O)COC(=O)C4(CC)O)C2=NC5=C1C=C(C=C5)O. Synergy scores: CSS=40.7, Synergy_ZIP=4.56, Synergy_Bliss=6.11, Synergy_Loewe=-37.5, Synergy_HSA=4.99. Drug 2: C1CNP(=O)(OC1)N(CCCl)CCCl.